From a dataset of Reaction yield outcomes from USPTO patents with 853,638 reactions. Predict the reaction yield, written as a fraction of the theoretical maximum amount of product (1.0 means a 100% yield; for example, 0.34 means a 34% yield). The reactants are Br[C:2](=[N:8][NH:9][C:10]1[N:11]=[N:12][C:13]([Cl:16])=[CH:14][CH:15]=1)[C:3]([O:5][CH2:6][CH3:7])=[O:4].C(N(CC)CC)C. The catalyst is C(O)(C)C. The product is [Cl:16][C:13]1[CH:14]=[CH:15][C:10]2[N:11]([C:2]([C:3]([O:5][CH2:6][CH3:7])=[O:4])=[N:8][N:9]=2)[N:12]=1. The yield is 0.670.